Dataset: Peptide-MHC class II binding affinity with 134,281 pairs from IEDB. Task: Regression. Given a peptide amino acid sequence and an MHC pseudo amino acid sequence, predict their binding affinity value. This is MHC class II binding data. (1) The peptide sequence is FFDLPLPWTSGATTE. The MHC is DRB5_0101 with pseudo-sequence DRB5_0101. The binding affinity (normalized) is 0.104. (2) The peptide sequence is QNILLSNAPLGPQFP. The binding affinity (normalized) is 0.521. The MHC is DRB1_0404 with pseudo-sequence DRB1_0404. (3) The peptide sequence is VAIKSLTERLYVGGPLTNSR. The MHC is DRB1_0101 with pseudo-sequence DRB1_0101. The binding affinity (normalized) is 0.745. (4) The peptide sequence is RNVFDEVIPTAFKIG. The MHC is DRB1_1201 with pseudo-sequence DRB1_1201. The binding affinity (normalized) is 0.297. (5) The peptide sequence is TKGEGGVWTFDSEEP. The MHC is HLA-DPA10301-DPB10402 with pseudo-sequence HLA-DPA10301-DPB10402. The binding affinity (normalized) is 0.0512.